Dataset: Reaction yield outcomes from USPTO patents with 853,638 reactions. Task: Predict the reaction yield, written as a fraction of the theoretical maximum amount of product (1.0 means a 100% yield; for example, 0.34 means a 34% yield). (1) The yield is 0.780. The catalyst is CC#N. The product is [O:20]1[CH2:21][CH:19]1[CH2:18][N:2]1[CH2:3][CH2:4][C:5]2[C:10](=[CH:9][CH:8]=[CH:7][CH:6]=2)[CH2:1]1. The reactants are [CH2:1]1[C:10]2[C:5](=[CH:6][CH:7]=[CH:8][CH:9]=2)[CH2:4][CH2:3][NH:2]1.C([O-])([O-])=O.[K+].[K+].Br[CH2:18][CH:19]1[CH2:21][O:20]1. (2) The reactants are [C:1]([C:5]1[N:10]=[C:9]([C:11]2[CH:16]=[CH:15][C:14]([CH3:17])=[CH:13][CH:12]=2)[C:8]([C:18]([NH:20][S:21]([C:24]2[CH:29]=[CH:28][CH:27]=[C:26](F)[N:25]=2)(=[O:23])=[O:22])=[O:19])=[CH:7][CH:6]=1)([CH3:4])([CH3:3])[CH3:2].[NH4+:31].[OH-]. No catalyst specified. The product is [NH2:31][C:26]1[N:25]=[C:24]([S:21]([NH:20][C:18]([C:8]2[C:9]([C:11]3[CH:12]=[CH:13][C:14]([CH3:17])=[CH:15][CH:16]=3)=[N:10][C:5]([C:1]([CH3:4])([CH3:2])[CH3:3])=[CH:6][CH:7]=2)=[O:19])(=[O:23])=[O:22])[CH:29]=[CH:28][CH:27]=1. The yield is 0.310. (3) The reactants are [C:1]([O:5][C:6]([N:8]1[C:16]2[C:11](=[CH:12][CH:13]=[C:14]([CH2:17][OH:18])[CH:15]=2)[CH:10]=[C:9]1[C:19]1[CH:24]=[C:23]([C:25]2[CH:30]=[CH:29][N:28]=[CH:27][CH:26]=2)[N:22]=[N:21][C:20]=1[O:31][CH3:32])=[O:7])([CH3:4])([CH3:3])[CH3:2]. The catalyst is ClCCl.[O-2].[Mn+4].[O-2]. The product is [C:1]([O:5][C:6]([N:8]1[C:16]2[C:11](=[CH:12][CH:13]=[C:14]([CH:17]=[O:18])[CH:15]=2)[CH:10]=[C:9]1[C:19]1[CH:24]=[C:23]([C:25]2[CH:30]=[CH:29][N:28]=[CH:27][CH:26]=2)[N:22]=[N:21][C:20]=1[O:31][CH3:32])=[O:7])([CH3:4])([CH3:3])[CH3:2]. The yield is 0.820. (4) The reactants are [CH3:1][O:2][C:3]1[CH:4]=[CH:5][C:6]([N+:12]([O-:14])=[O:13])=[C:7]([CH:11]=1)[C:8](O)=[O:9].O=S(Cl)Cl.[BH4-].[Na+]. The catalyst is C1COCC1.CN(C=O)C. The product is [CH3:1][O:2][C:3]1[CH:4]=[CH:5][C:6]([N+:12]([O-:14])=[O:13])=[C:7]([CH2:8][OH:9])[CH:11]=1. The yield is 0.660. (5) The reactants are [CH3:1][C:2]1([CH3:10])[CH2:7][CH2:6][C:5](=[O:8])[O:4][C:3]1=[O:9].[CH2:11]([NH2:18])[C:12]1[CH:17]=[CH:16][CH:15]=[CH:14][CH:13]=1. The catalyst is C(OCC)C. The product is [CH2:11]([NH:18][C:5]([CH2:6][CH2:7][C:2]([CH3:10])([CH3:1])[C:3]([OH:4])=[O:9])=[O:8])[C:12]1[CH:17]=[CH:16][CH:15]=[CH:14][CH:13]=1. The yield is 0.570.